Dataset: Retrosynthesis with 50K atom-mapped reactions and 10 reaction types from USPTO. Task: Predict the reactants needed to synthesize the given product. (1) Given the product CCOc1oc(-c2c(O)cccc2Cl)nc1C(C)C, predict the reactants needed to synthesize it. The reactants are: CCOc1oc(-c2c(Cl)cccc2OCc2ccccc2)nc1C(C)C. (2) Given the product c1cnc2c(NC[C@H]3CCCNC3)nc(-c3cnn(C4CCCC4)c3)cc2n1, predict the reactants needed to synthesize it. The reactants are: CC(C)(C)OC(=O)N1CCC[C@H](CNc2nc(-c3cnn(C4CCCC4)c3)cc3nccnc23)C1. (3) Given the product COc1cc(N2CCN(C(=O)Cn3nc(C(F)(F)F)c(Cl)c3CS(C)(=O)=O)CC2)ccc1Cl, predict the reactants needed to synthesize it. The reactants are: COc1cc(N2CCNCC2)ccc1Cl.CS(=O)(=O)Cc1c(Cl)c(C(F)(F)F)nn1CC(=O)O.